From a dataset of NCI-60 drug combinations with 297,098 pairs across 59 cell lines. Regression. Given two drug SMILES strings and cell line genomic features, predict the synergy score measuring deviation from expected non-interaction effect. (1) Drug 1: CC1=C(C=C(C=C1)NC(=O)C2=CC=C(C=C2)CN3CCN(CC3)C)NC4=NC=CC(=N4)C5=CN=CC=C5. Drug 2: C1=NC(=NC(=O)N1C2C(C(C(O2)CO)O)O)N. Cell line: SR. Synergy scores: CSS=43.0, Synergy_ZIP=-7.46, Synergy_Bliss=-14.4, Synergy_Loewe=-40.7, Synergy_HSA=-15.2. (2) Drug 1: C1C(C(OC1N2C=C(C(=O)NC2=O)F)CO)O. Drug 2: C1=CN(C=N1)CC(O)(P(=O)(O)O)P(=O)(O)O. Cell line: COLO 205. Synergy scores: CSS=36.3, Synergy_ZIP=1.01, Synergy_Bliss=0.208, Synergy_Loewe=-18.1, Synergy_HSA=-0.495. (3) Drug 1: COC1=CC(=CC(=C1O)OC)C2C3C(COC3=O)C(C4=CC5=C(C=C24)OCO5)OC6C(C(C7C(O6)COC(O7)C8=CC=CS8)O)O. Drug 2: CC1=C(C(=O)C2=C(C1=O)N3CC4C(C3(C2COC(=O)N)OC)N4)N. Cell line: NCI-H522. Synergy scores: CSS=45.0, Synergy_ZIP=0.451, Synergy_Bliss=-0.0434, Synergy_Loewe=3.63, Synergy_HSA=6.52. (4) Drug 1: CC1CCC2CC(C(=CC=CC=CC(CC(C(=O)C(C(C(=CC(C(=O)CC(OC(=O)C3CCCCN3C(=O)C(=O)C1(O2)O)C(C)CC4CCC(C(C4)OC)OCCO)C)C)O)OC)C)C)C)OC. Drug 2: CCN(CC)CCNC(=O)C1=C(NC(=C1C)C=C2C3=C(C=CC(=C3)F)NC2=O)C. Cell line: SF-295. Synergy scores: CSS=1.28, Synergy_ZIP=3.23, Synergy_Bliss=1.91, Synergy_Loewe=3.05, Synergy_HSA=1.25. (5) Drug 1: CC1=C2C(C(=O)C3(C(CC4C(C3C(C(C2(C)C)(CC1OC(=O)C(C(C5=CC=CC=C5)NC(=O)OC(C)(C)C)O)O)OC(=O)C6=CC=CC=C6)(CO4)OC(=O)C)OC)C)OC. Drug 2: C1C(C(OC1N2C=NC3=C(N=C(N=C32)Cl)N)CO)O. Cell line: NCI-H322M. Synergy scores: CSS=43.9, Synergy_ZIP=7.46, Synergy_Bliss=7.78, Synergy_Loewe=-20.8, Synergy_HSA=6.65.